This data is from Catalyst prediction with 721,799 reactions and 888 catalyst types from USPTO. The task is: Predict which catalyst facilitates the given reaction. (1) Reactant: [Cl:1][C:2]1[CH:3]=[CH:4][C:5]([C:30]#[N:31])=[C:6]([C:8]2[C:13]([O:14][CH3:15])=[CH:12][N:11]([CH:16]([CH2:20][CH:21]3[CH2:26][CH2:25][S:24](=[O:28])(=[O:27])[CH2:23][CH2:22]3)[C:17]([OH:19])=O)[C:10](=[O:29])[CH:9]=2)[CH:7]=1.[NH2:32][C:33]1[CH:43]=[CH:42][C:36]([C:37]([O:39][CH2:40][CH3:41])=[O:38])=[CH:35][CH:34]=1.CC(C)N=C=NC(C)C.C(#N)C.O. Product: [Cl:1][C:2]1[CH:3]=[CH:4][C:5]([C:30]#[N:31])=[C:6]([C:8]2[C:13]([O:14][CH3:15])=[CH:12][N:11]([CH:16]([CH2:20][CH:21]3[CH2:26][CH2:25][S:24](=[O:28])(=[O:27])[CH2:23][CH2:22]3)[C:17]([NH:32][C:33]3[CH:34]=[CH:35][C:36]([C:37]([O:39][CH2:40][CH3:41])=[O:38])=[CH:42][CH:43]=3)=[O:19])[C:10](=[O:29])[CH:9]=2)[CH:7]=1. The catalyst class is: 9. (2) Reactant: [C:1]1([CH:7]=[CH:8][C:9]([C:11]2[CH:16]=[CH:15][CH:14]=[CH:13][CH:12]=2)=[O:10])[CH:6]=[CH:5][CH:4]=[CH:3][CH:2]=1. Product: [C:11]1([C:9](=[O:10])[CH2:8][CH2:7][C:1]2[CH:2]=[CH:3][CH:4]=[CH:5][CH:6]=2)[CH:16]=[CH:15][CH:14]=[CH:13][CH:12]=1. The catalyst class is: 2.